This data is from Forward reaction prediction with 1.9M reactions from USPTO patents (1976-2016). The task is: Predict the product of the given reaction. (1) Given the reactants [NH2:1][C:2]1[N:27]=[C:5]2[CH:6]=[N:7][C:8]([C:10]3[CH:15]=[CH:14][C:13]([NH:16][C:17](=[O:26])[CH2:18][C:19]4[CH:24]=[CH:23][C:22]([F:25])=[CH:21][CH:20]=4)=[CH:12][CH:11]=3)=[CH:9][N:4]2[N:3]=1.Br[C:29]1[CH:36]=[CH:35][CH:34]=[CH:33][C:30]=1[C:31]#[N:32].C1C=CC(P(C2C=CC3C(=CC=CC=3)C=2C2C3C(=CC=CC=3)C=CC=2P(C2C=CC=CC=2)C2C=CC=CC=2)C2C=CC=CC=2)=CC=1.C(=O)([O-])[O-].[Cs+].[Cs+], predict the reaction product. The product is: [C:31]([C:30]1[CH:33]=[CH:34][CH:35]=[CH:36][C:29]=1[NH:1][C:2]1[N:27]=[C:5]2[CH:6]=[N:7][C:8]([C:10]3[CH:11]=[CH:12][C:13]([NH:16][C:17](=[O:26])[CH2:18][C:19]4[CH:24]=[CH:23][C:22]([F:25])=[CH:21][CH:20]=4)=[CH:14][CH:15]=3)=[CH:9][N:4]2[N:3]=1)#[N:32]. (2) Given the reactants [F:1][C:2]([F:30])([CH2:28][OH:29])[CH2:3][N:4]1[C:8]([C:9]2[CH:14]=[CH:13][C:12]([F:15])=[CH:11][CH:10]=2)=[C:7]([C:16]2[CH:17]=[CH:18][C:19]3[O:24][CH2:23][C:22](=[O:25])[NH:21][C:20]=3[CH:26]=2)[C:6]([CH3:27])=[N:5]1.N1C=NN=N1.C(N(C(C)C)[P:40]([O:49][CH2:50][C:51]1[CH:56]=[CH:55][CH:54]=[CH:53][CH:52]=1)[O:41][CH2:42][C:43]1[CH:48]=[CH:47][CH:46]=[CH:45][CH:44]=1)(C)C.ClC1C=CC=C(C(OO)=[O:68])C=1, predict the reaction product. The product is: [P:40]([O:29][CH2:28][C:2]([F:1])([F:30])[CH2:3][N:4]1[C:8]([C:9]2[CH:10]=[CH:11][C:12]([F:15])=[CH:13][CH:14]=2)=[C:7]([C:16]2[CH:17]=[CH:18][C:19]3[O:24][CH2:23][C:22](=[O:25])[NH:21][C:20]=3[CH:26]=2)[C:6]([CH3:27])=[N:5]1)([O:41][CH2:42][C:43]1[CH:44]=[CH:45][CH:46]=[CH:47][CH:48]=1)([O:49][CH2:50][C:51]1[CH:52]=[CH:53][CH:54]=[CH:55][CH:56]=1)=[O:68].